Regression. Given two drug SMILES strings and cell line genomic features, predict the synergy score measuring deviation from expected non-interaction effect. From a dataset of Merck oncology drug combination screen with 23,052 pairs across 39 cell lines. (1) Synergy scores: synergy=-5.95. Cell line: ZR751. Drug 2: COC1=C2CC(C)CC(OC)C(O)C(C)C=C(C)C(OC(N)=O)C(OC)C=CC=C(C)C(=O)NC(=CC1=O)C2=O. Drug 1: Nc1ccn(C2OC(CO)C(O)C2(F)F)c(=O)n1. (2) Drug 1: COC12C(COC(N)=O)C3=C(C(=O)C(C)=C(N)C3=O)N1CC1NC12. Drug 2: NC(=O)c1cccc2cn(-c3ccc(C4CCCNC4)cc3)nc12. Cell line: CAOV3. Synergy scores: synergy=0.0374. (3) Drug 1: Nc1ccn(C2OC(CO)C(O)C2(F)F)c(=O)n1. Drug 2: NC1(c2ccc(-c3nc4ccn5c(=O)[nH]nc5c4cc3-c3ccccc3)cc2)CCC1. Cell line: A2058. Synergy scores: synergy=19.2. (4) Drug 1: N#Cc1ccc(Cn2cncc2CN2CCN(c3cccc(Cl)c3)C(=O)C2)cc1. Drug 2: COc1cc(C2c3cc4c(cc3C(OC3OC5COC(C)OC5C(O)C3O)C3COC(=O)C23)OCO4)cc(OC)c1O. Cell line: RPMI7951. Synergy scores: synergy=2.74. (5) Drug 1: C=CCn1c(=O)c2cnc(Nc3ccc(N4CCN(C)CC4)cc3)nc2n1-c1cccc(C(C)(C)O)n1. Drug 2: COC1CC2CCC(C)C(O)(O2)C(=O)C(=O)N2CCCCC2C(=O)OC(C(C)CC2CCC(OP(C)(C)=O)C(OC)C2)CC(=O)C(C)C=C(C)C(O)C(OC)C(=O)C(C)CC(C)C=CC=CC=C1C. Cell line: COLO320DM. Synergy scores: synergy=10.6.